Task: Predict which catalyst facilitates the given reaction.. Dataset: Catalyst prediction with 721,799 reactions and 888 catalyst types from USPTO (1) Reactant: [O:1]1C2C=CC=CC=2[NH:4]C[CH2:2]1.S1C=CC([CH2:16][C:17]([OH:19])=[O:18])=C1.[CH3:20][CH2:21]N(C(C)C)C(C)C.C1C=CC2N(O)N=NC=2C=1.CCN=C=NCCCN(C)C. Product: [NH3:4].[CH3:2][OH:1].[CH3:20][CH2:21][O:19][C:17]([CH3:16])=[O:18]. The catalyst class is: 59. (2) Reactant: [CH2:1]([O:8][C:9]1[C:18]2[C:13](=[CH:14][CH:15]=[CH:16][CH:17]=2)[C:12]([S:19]([O-:22])(=O)=[O:20])=[CH:11][CH:10]=1)[C:2]1[CH:7]=[CH:6][CH:5]=[CH:4][CH:3]=1.[Na+].S(Cl)([Cl:26])=O. Product: [CH2:1]([O:8][C:9]1[C:18]2[C:13](=[CH:14][CH:15]=[CH:16][CH:17]=2)[C:12]([S:19]([Cl:26])(=[O:22])=[O:20])=[CH:11][CH:10]=1)[C:2]1[CH:7]=[CH:6][CH:5]=[CH:4][CH:3]=1. The catalyst class is: 3. (3) Reactant: OCC(NC(C[NH:11][C:12]([C:14]1[C:15]2[C:20]([N:21]=[C:22]3[C:27]=1[CH:26]=[CH:25][CH:24]=[CH:23]3)=[CH:19][CH:18]=[CH:17][CH:16]=2)=[O:13])=O)C(O)C.COC1(OC)C=CC(C(Cl)(C2C=CC=CC=2)C2C=CC=CC=2)=CC1.CO. Product: [CH:26]1[C:27]2[C:22](=[N:21][C:20]3[C:15]([C:14]=2[C:12]([NH2:11])=[O:13])=[CH:16][CH:17]=[CH:18][CH:19]=3)[CH:23]=[CH:24][CH:25]=1. The catalyst class is: 17. (4) Reactant: [C:1]([CH:4]1[C:20]2([CH3:21])[CH:7]([CH:8]3[CH:17]([CH:18]([OH:22])[CH2:19]2)[C:16]2([CH3:23])[C:11](=[CH:12][C:13](=[O:24])[CH2:14][CH2:15]2)[CH2:10][CH2:9]3)[CH2:6][CH2:5]1)(=[O:3])[CH3:2].[BH4-].[Na+]. Product: [OH:3][CH:1]([C@@H:4]1[C@:20]2([CH3:21])[CH:7]([CH:8]3[CH:17]([C@@H:18]([OH:22])[CH2:19]2)[C@:16]2([CH3:23])[C:11](=[CH:12][C@@H:13]([OH:24])[CH2:14][CH2:15]2)[CH2:10][CH2:9]3)[CH2:6][CH2:5]1)[CH3:2]. The catalyst class is: 5. (5) Reactant: [Cl:1][C:2]1[CH:3]=[C:4]([C:8]2[N:13]=[C:12]([NH:14][C:15]3[CH:20]=[CH:19][C:18]([C:21]([CH3:27])([CH3:26])[C:22]([O:24]C)=[O:23])=[CH:17][CH:16]=3)[CH:11]=[C:10]([CH2:28][CH3:29])[N:9]=2)[CH:5]=[CH:6][CH:7]=1.O[Li].O.Cl. Product: [Cl:1][C:2]1[CH:3]=[C:4]([C:8]2[N:13]=[C:12]([NH:14][C:15]3[CH:20]=[CH:19][C:18]([C:21]([CH3:26])([CH3:27])[C:22]([OH:24])=[O:23])=[CH:17][CH:16]=3)[CH:11]=[C:10]([CH2:28][CH3:29])[N:9]=2)[CH:5]=[CH:6][CH:7]=1. The catalyst class is: 38. (6) Reactant: [C:1]([O:9][CH:10]([CH2:52][OH:53])[CH2:11][O:12][C@H:13]1[O:42][C@H:41]([CH2:43][O:44][CH2:45][C:46]2[CH:51]=[CH:50][CH:49]=[CH:48][CH:47]=2)[C@H:32]([O:33][CH2:34][C:35]2[CH:40]=[CH:39][CH:38]=[CH:37][CH:36]=2)[C@H:23]([O:24][CH2:25][C:26]2[CH:31]=[CH:30][CH:29]=[CH:28][CH:27]=2)[C@H:14]1[O:15][CH2:16][C:17]1[CH:22]=[CH:21][CH:20]=[CH:19][CH:18]=1)(=[O:8])[C:2]1[CH:7]=[CH:6][CH:5]=[CH:4][CH:3]=1.[C:54]([O-:57])(O)=O.[Na+]. Product: [C:1]([O:9][CH:10]([CH2:52][O:53][C@H:13]1[O:42][C@H:41]([CH2:43][O:57][CH2:54][C:7]2[CH:2]=[CH:3][CH:4]=[CH:5][CH:6]=2)[C@H:32]([O:33][CH2:34][C:35]2[CH:40]=[CH:39][CH:38]=[CH:37][CH:36]=2)[C@H:23]([O:24][CH2:25][C:26]2[CH:31]=[CH:30][CH:29]=[CH:28][CH:27]=2)[C@H:14]1[O:15][CH2:16][C:17]1[CH:18]=[CH:19][CH:20]=[CH:21][CH:22]=1)[CH2:11][O:12][C@H:13]1[O:42][C@H:41]([CH2:43][O:44][CH2:45][C:46]2[CH:47]=[CH:48][CH:49]=[CH:50][CH:51]=2)[C@H:32]([O:33][CH2:34][C:35]2[CH:36]=[CH:37][CH:38]=[CH:39][CH:40]=2)[C@H:23]([O:24][CH2:25][C:26]2[CH:31]=[CH:30][CH:29]=[CH:28][CH:27]=2)[C@H:14]1[O:15][CH2:16][C:17]1[CH:18]=[CH:19][CH:20]=[CH:21][CH:22]=1)(=[O:8])[C:2]1[CH:3]=[CH:4][CH:5]=[CH:6][CH:7]=1. The catalyst class is: 28. (7) Reactant: C([NH:9][C:10]1[CH:19]=[C:18]2[C:13]([CH:14]=[CH:15][CH:16]=[C:17]2[N:20]2[CH2:25][CH2:24][NH:23][CH2:22][CH2:21]2)=[CH:12][CH:11]=1)(=O)C1C=CC=CC=1.Cl. The catalyst class is: 8. Product: [NH2:9][C:10]1[CH:19]=[C:18]2[C:13]([CH:14]=[CH:15][CH:16]=[C:17]2[N:20]2[CH2:25][CH2:24][NH:23][CH2:22][CH2:21]2)=[CH:12][CH:11]=1.